Dataset: Forward reaction prediction with 1.9M reactions from USPTO patents (1976-2016). Task: Predict the product of the given reaction. (1) Given the reactants C(OC([N:8]1[C:12]2=[C:13]([Cl:17])[N:14]=[CH:15][CH:16]=[C:11]2[C:10]([CH2:18][CH2:19][O:20][C:21]2[CH:26]=[CH:25][C:24]([O:27][C:28]([F:31])([F:30])[F:29])=[CH:23][CH:22]=2)=[C:9]1[C:32]([OH:34])=[O:33])=O)(C)(C)C.O.CSC.[C:39]([OH:45])([C:41]([F:44])([F:43])[F:42])=[O:40], predict the reaction product. The product is: [Cl:17][C:13]1[N:14]=[CH:15][CH:16]=[C:11]2[C:10]([CH2:18][CH2:19][O:20][C:21]3[CH:22]=[CH:23][C:24]([O:27][C:28]([F:30])([F:29])[F:31])=[CH:25][CH:26]=3)=[C:9]([C:32]([OH:34])=[O:33])[NH:8][C:12]=12.[C:39]([OH:45])([C:41]([F:44])([F:43])[F:42])=[O:40]. (2) Given the reactants [NH2:1][O:2][CH:3]1[CH2:8][CH2:7][CH2:6][CH2:5][O:4]1.[NH:9]1[C:17]2[C:12](=[CH:13][CH:14]=[CH:15][CH:16]=2)[C:11](/[CH:18]=[CH:19]/[C:20](O)=[O:21])=[CH:10]1.C1CN([P+](ON2N=NC3C=CC=CC2=3)(N2CCCC2)N2CCCC2)CC1.F[P-](F)(F)(F)(F)F.C(N(CC)CC)C, predict the reaction product. The product is: [NH:9]1[C:17]2[C:12](=[CH:13][CH:14]=[CH:15][CH:16]=2)[C:11]([CH:18]=[CH:19][C:20]([NH:1][O:2][CH:3]2[CH2:8][CH2:7][CH2:6][CH2:5][O:4]2)=[O:21])=[CH:10]1. (3) Given the reactants [CH2:1]([O:8][C:9]1[C:14]([O:15][CH3:16])=[CH:13][C:12]([C:17](=[O:19])[CH3:18])=[C:11]([N+:20]([O-])=O)[CH:10]=1)[C:2]1[CH:7]=[CH:6][CH:5]=[CH:4][CH:3]=1.C([O-])=O.[NH4+], predict the reaction product. The product is: [NH2:20][C:11]1[CH:10]=[C:9]([O:8][CH2:1][C:2]2[CH:7]=[CH:6][CH:5]=[CH:4][CH:3]=2)[C:14]([O:15][CH3:16])=[CH:13][C:12]=1[C:17](=[O:19])[CH3:18]. (4) Given the reactants Cl[C:2]1[CH:3]=[C:4]([CH:10]=[C:11]([N:13]2[CH2:18][CH2:17][CH:16]([N:19]3[CH:23]=[CH:22][N:21]=[CH:20]3)[CH2:15][CH2:14]2)[N:12]=1)[C:5]([N:7]([CH3:9])[CH3:8])=[O:6].[C:24]([C:28]1[CH:29]=[CH:30][C:31]([CH3:35])=[C:32]([CH:34]=1)[NH2:33])([CH3:27])([CH3:26])[CH3:25].C1(P(C2CCCCC2)C2C=CC=CC=2C2C(C(C)C)=CC(C(C)C)=CC=2C(C)C)CCCCC1.C(=O)([O-])[O-].[K+].[K+].C(O)(CC)(C)C, predict the reaction product. The product is: [C:24]([C:28]1[CH:29]=[CH:30][C:31]([CH3:35])=[C:32]([NH:33][C:2]2[CH:3]=[C:4]([CH:10]=[C:11]([N:13]3[CH2:18][CH2:17][CH:16]([N:19]4[CH:23]=[CH:22][N:21]=[CH:20]4)[CH2:15][CH2:14]3)[N:12]=2)[C:5]([N:7]([CH3:9])[CH3:8])=[O:6])[CH:34]=1)([CH3:27])([CH3:26])[CH3:25].